Dataset: CYP1A2 inhibition data for predicting drug metabolism from PubChem BioAssay. Task: Regression/Classification. Given a drug SMILES string, predict its absorption, distribution, metabolism, or excretion properties. Task type varies by dataset: regression for continuous measurements (e.g., permeability, clearance, half-life) or binary classification for categorical outcomes (e.g., BBB penetration, CYP inhibition). Dataset: cyp1a2_veith. (1) The molecule is O=C(CCCN1C(=O)c2cccc3cccc(c23)C1=O)N1CCc2ccccc2C1. The result is 1 (inhibitor). (2) The molecule is N/N=C1/CC(=O)NC(=O)N1. The result is 1 (inhibitor). (3) The molecule is CCC(Sc1ncccc1C(=O)O)C(=O)N1CCOCC1. The result is 0 (non-inhibitor). (4) The molecule is Cc1cccc(CNc2nc(-c3cccnc3)nc3ccccc23)c1. The result is 1 (inhibitor). (5) The compound is CN1CCc2c(c3ccccc3n2C)C1.Cl. The result is 1 (inhibitor). (6) The compound is Cc1cc(NC(=O)Nc2ccc3c(ccn3C)c2)sn1. The result is 1 (inhibitor). (7) The drug is N[C@H](Cc1c[nH]c2ccccc12)P(=O)(O)O. The result is 0 (non-inhibitor). (8) The result is 0 (non-inhibitor). The molecule is O=C(Oc1ccccc1)N1CCC2(CC1)CCN(c1ccncc1)CC2. (9) The compound is COc1ncc2nc(CCc3ccccc3)c(=O)n(CCc3ccccc3)c2n1. The result is 1 (inhibitor). (10) The molecule is Cc1ccc(-c2cc(C(F)F)n3ncc(C(=O)Nc4c(C)nn(Cc5c(Cl)cccc5Cl)c4C)c3n2)cc1. The result is 0 (non-inhibitor).